This data is from Full USPTO retrosynthesis dataset with 1.9M reactions from patents (1976-2016). The task is: Predict the reactants needed to synthesize the given product. (1) Given the product [CH3:34][C:32]1[S:33][C:29]([C:22]2[N:21]=[C:20]([C:18]3[CH:17]=[N:16][N:15]([C:4]4([CH2:3][C:1]#[N:2])[CH2:5][N:6]([S:53]([C:52]([F:65])([F:64])[F:51])(=[O:55])=[O:54])[CH2:7]4)[CH:19]=3)[N:25]3[CH:26]=[CH:27][N:28]=[C:24]3[CH:23]=2)=[CH:30][N:31]=1, predict the reactants needed to synthesize it. The reactants are: [C:1]([CH2:3][C:4]1([N:15]2[CH:19]=[C:18]([C:20]3[N:25]4[CH:26]=[CH:27][N:28]=[C:24]4[CH:23]=[C:22]([C:29]4[S:33][C:32]([CH3:34])=[N:31][CH:30]=4)[N:21]=3)[CH:17]=[N:16]2)[CH2:7][N:6](C(OC(C)(C)C)=O)[CH2:5]1)#[N:2].Cl.O1CCOCC1.C(N(C(C)C)CC)(C)C.[F:51][C:52]([F:65])([F:64])[S:53](O[S:53]([C:52]([F:65])([F:64])[F:51])(=[O:55])=[O:54])(=[O:55])=[O:54]. (2) Given the product [C:1]1([C:7]2[C:25]([C:26]3[CH:27]=[CH:28][C:29]([C:32]4([NH2:36])[CH2:35][CH2:34][CH2:33]4)=[CH:30][CH:31]=3)=[N:24][C:10]3[O:11][CH2:12][C:13]4[N:14]([C:15]([C:18]5[CH:23]=[CH:22][CH:21]=[CH:20][N:19]=5)=[N:16][N:17]=4)[C:9]=3[CH:8]=2)[CH:6]=[CH:5][CH:4]=[CH:3][CH:2]=1, predict the reactants needed to synthesize it. The reactants are: [C:1]1([C:7]2[C:25]([C:26]3[CH:31]=[CH:30][C:29]([C:32]4([NH:36]C(=O)OC(C)(C)C)[CH2:35][CH2:34][CH2:33]4)=[CH:28][CH:27]=3)=[N:24][C:10]3[O:11][CH2:12][C:13]4[N:14]([C:15]([C:18]5[CH:23]=[CH:22][CH:21]=[CH:20][N:19]=5)=[N:16][N:17]=4)[C:9]=3[CH:8]=2)[CH:6]=[CH:5][CH:4]=[CH:3][CH:2]=1.C(O)(C(F)(F)F)=O. (3) Given the product [CH2:26]([O:25][C:8]1[C:7](=[O:33])[C:6]([CH:3]([OH:5])[CH3:4])=[CH:24][N:10]2[CH2:11][CH2:12][N:13]([CH2:16][C:17]3[CH:18]=[CH:19][C:20]([F:23])=[CH:21][CH:22]=3)[C:14](=[O:15])[C:9]=12)[C:27]1[CH:32]=[CH:31][CH:30]=[CH:29][CH:28]=1, predict the reactants needed to synthesize it. The reactants are: [BH4-].[Na+].[C:3]([C:6]1[C:7](=[O:33])[C:8]([O:25][CH2:26][C:27]2[CH:32]=[CH:31][CH:30]=[CH:29][CH:28]=2)=[C:9]2[C:14](=[O:15])[N:13]([CH2:16][C:17]3[CH:22]=[CH:21][C:20]([F:23])=[CH:19][CH:18]=3)[CH2:12][CH2:11][N:10]2[CH:24]=1)(=[O:5])[CH3:4]. (4) The reactants are: [CH3:1][O:2][C:3]1[CH:4]=[C:5]2[C:10](=[CH:11][C:12]=1[O:13][CH3:14])[C:9]([C:15](=[O:24])[C:16]1[CH:21]=[CH:20][CH:19]=[C:18]([O:22][CH3:23])[CH:17]=1)=[N:8][CH:7]=[C:6]2[C:25]([OH:27])=O.C(OC(Cl)=O)C(C)C.Cl.[CH2:37]([O:39][C:40](=[O:43])[CH2:41][NH2:42])[CH3:38]. Given the product [CH2:37]([O:39][C:40](=[O:43])[CH2:41][NH:42][C:25]([C:6]1[C:5]2[C:10](=[CH:11][C:12]([O:13][CH3:14])=[C:3]([O:2][CH3:1])[CH:4]=2)[C:9]([C:15](=[O:24])[C:16]2[CH:21]=[CH:20][CH:19]=[C:18]([O:22][CH3:23])[CH:17]=2)=[N:8][CH:7]=1)=[O:27])[CH3:38], predict the reactants needed to synthesize it. (5) Given the product [N:30]1[N:34]2[CH2:35][CH2:36][CH2:37][N:38]([C:16]([O:10][CH2:9][C:4]3[CH:3]=[C:2]([Cl:1])[CH:7]=[C:6]([Cl:8])[CH:5]=3)=[O:17])[CH2:39][C:33]2=[CH:32][C:31]=1[C:40]([O:42][CH2:43][CH3:44])=[O:41], predict the reactants needed to synthesize it. The reactants are: [Cl:1][C:2]1[CH:3]=[C:4]([CH2:9][OH:10])[CH:5]=[C:6]([Cl:8])[CH:7]=1.C1N=CN([C:16](N2C=NC=C2)=[O:17])C=1.C(N(CC)CC)C.[N:30]1[N:34]2[CH2:35][CH2:36][CH2:37][NH:38][CH2:39][C:33]2=[CH:32][C:31]=1[C:40]([O:42][CH2:43][CH3:44])=[O:41]. (6) Given the product [CH2:1]([CH:3]1[CH2:7][CH:6]([CH2:8][CH2:9][O:10][S:17]([CH3:16])(=[O:19])=[O:18])[CH2:5][CH:4]1[C:11]([O:13][CH2:14][CH3:15])=[O:12])[CH3:2], predict the reactants needed to synthesize it. The reactants are: [CH2:1]([C@@H:3]1[CH2:7][C@H:6]([CH2:8][CH2:9][OH:10])[CH2:5][C@@H:4]1[C:11]([O:13][CH2:14][CH3:15])=[O:12])[CH3:2].[CH3:16][S:17](Cl)(=[O:19])=[O:18].CCCCCCC.P(=O)(O)(O)O. (7) Given the product [CH3:13][O:12][C:4]1[C:5]([N+:9]([O-:11])=[O:10])=[C:6]([OH:8])[CH:7]=[C:2]([N:14]2[CH2:19][CH2:18][O:17][CH2:16][CH2:15]2)[CH:3]=1, predict the reactants needed to synthesize it. The reactants are: F[C:2]1[CH:3]=[C:4]([O:12][CH3:13])[C:5]([N+:9]([O-:11])=[O:10])=[C:6]([OH:8])[CH:7]=1.[NH:14]1[CH2:19][CH2:18][O:17][CH2:16][CH2:15]1. (8) Given the product [O:1]1[C:5]2[CH:6]=[CH:7][C:8]([N:10]3[C:18]4[C:17]5[CH:19]=[C:20]([NH:23][C:24](=[O:33])[C:25]6[C:30]([Cl:31])=[CH:29][N:28]=[C:27]([N:41]7[CH2:42][CH2:43][N:38]([CH3:37])[CH2:39][CH2:40]7)[CH:26]=6)[CH:21]=[CH:22][C:16]=5[CH2:15][CH2:14][C:13]=4[C:12]([C:34]([NH2:36])=[O:35])=[N:11]3)=[CH:9][C:4]=2[O:3][CH2:2]1, predict the reactants needed to synthesize it. The reactants are: [O:1]1[C:5]2[CH:6]=[CH:7][C:8]([N:10]3[C:18]4[C:17]5[CH:19]=[C:20]([NH:23][C:24](=[O:33])[C:25]6[C:30]([Cl:31])=[CH:29][N:28]=[C:27](Cl)[CH:26]=6)[CH:21]=[CH:22][C:16]=5[CH2:15][CH2:14][C:13]=4[C:12]([C:34]([NH2:36])=[O:35])=[N:11]3)=[CH:9][C:4]=2[O:3][CH2:2]1.[CH3:37][N:38]1[CH2:43][CH2:42][NH:41][CH2:40][CH2:39]1. (9) Given the product [Cl:37][C:21]1[CH:22]=[CH:23][C:24]2[CH2:25][CH2:26][N:27]([C:31](=[O:36])[C:32]([F:35])([F:33])[F:34])[CH2:28][CH2:29][C:30]=2[C:20]=1[NH:19][CH2:18][C:17]1[CH:16]=[CH:15][C:14]([C:11](=[N:4][O:3][CH3:2])[CH3:12])=[CH:39][CH:38]=1, predict the reactants needed to synthesize it. The reactants are: Cl.[CH3:2][O:3][NH2:4].N1C=CC=CC=1.[C:11]([C:14]1[CH:39]=[CH:38][C:17]([CH2:18][NH:19][C:20]2[C:30]3[CH2:29][CH2:28][N:27]([C:31](=[O:36])[C:32]([F:35])([F:34])[F:33])[CH2:26][CH2:25][C:24]=3[CH:23]=[CH:22][C:21]=2[Cl:37])=[CH:16][CH:15]=1)(=O)[CH3:12].